Dataset: Catalyst prediction with 721,799 reactions and 888 catalyst types from USPTO. Task: Predict which catalyst facilitates the given reaction. (1) The catalyst class is: 30. Reactant: C[O:2][C:3]([C:5]1(/[CH:11]=[CH:12]/[C:13]2[CH:22]=[C:21]3[C:16]([CH:17]=[CH:18][C:19]([C@H:23]([NH:25][C:26]([O:28][C:29]([CH3:32])([CH3:31])[CH3:30])=[O:27])[CH3:24])=[N:20]3)=[CH:15][CH:14]=2)[CH2:10][O:9][CH2:8][CH2:7][O:6]1)=[O:4].O.[OH-].[Li+]. Product: [C:29]([O:28][C:26]([NH:25][C@@H:23]([C:19]1[CH:18]=[CH:17][C:16]2[C:21](=[CH:22][C:13](/[CH:12]=[CH:11]/[C:5]3([C:3]([OH:4])=[O:2])[CH2:10][O:9][CH2:8][CH2:7][O:6]3)=[CH:14][CH:15]=2)[N:20]=1)[CH3:24])=[O:27])([CH3:30])([CH3:31])[CH3:32]. (2) Reactant: C[O:2][C:3](=[O:27])[CH2:4][CH2:5][C:6]1([CH2:21][CH2:22][C:23]([O:25]C)=[O:24])[C:18]2[CH:17]=[C:16]([Br:19])[CH:15]=[CH:14][C:13]=2[C:12]2[C:7]1=[CH:8][C:9]([Br:20])=[CH:10][CH:11]=2.C1COCC1.CO.[OH-].[Na+]. The catalyst class is: 6. Product: [Br:19][C:16]1[CH:15]=[CH:14][C:13]2[C:12]3[C:7](=[CH:8][C:9]([Br:20])=[CH:10][CH:11]=3)[C:6]([CH2:5][CH2:4][C:3]([OH:27])=[O:2])([CH2:21][CH2:22][C:23]([OH:25])=[O:24])[C:18]=2[CH:17]=1. (3) Reactant: CS([C:5]1[N:6]=[N:7][C:8]([C:17]2[CH:22]=[CH:21][CH:20]=[CH:19][CH:18]=2)=[C:9]([C:11]2[CH:12]=[N:13][CH:14]=[CH:15][CH:16]=2)[N:10]=1)(=O)=O.[OH-:23].[K+].Cl. Product: [C:17]1([C:8]2[C:9]([C:11]3[CH:12]=[N:13][CH:14]=[CH:15][CH:16]=3)=[N:10][C:5](=[O:23])[NH:6][N:7]=2)[CH:22]=[CH:21][CH:20]=[CH:19][CH:18]=1. The catalyst class is: 90. (4) Product: [O:32]1[CH2:33][CH:27]([C:26]2[C:20]3[S:19][C:18]([NH:17][C:15](=[O:16])[C:14]4[CH:13]=[CH:12][C:11]([CH2:10][N:4]([CH3:3])[C:5](=[O:8])[CH2:6][CH3:7])=[CH:37][CH:36]=4)=[N:22][C:21]=3[C:23]([O:34][CH3:35])=[CH:24][CH:25]=2)[CH2:28][O:29][CH2:30][CH2:31]1. Reactant: [H-].[Na+].[CH3:3][NH:4][C:5](=[O:8])[CH2:6][CH3:7].Cl[CH2:10][C:11]1[CH:37]=[CH:36][C:14]([C:15]([NH:17][C:18]2[S:19][C:20]3[C:26]([CH:27]4[CH2:33][O:32][CH2:31][CH2:30][O:29][CH2:28]4)=[CH:25][CH:24]=[C:23]([O:34][CH3:35])[C:21]=3[N:22]=2)=[O:16])=[CH:13][CH:12]=1. The catalyst class is: 6.